Task: Predict the reaction yield, written as a fraction of the theoretical maximum amount of product (1.0 means a 100% yield; for example, 0.34 means a 34% yield).. Dataset: Reaction yield outcomes from USPTO patents with 853,638 reactions The reactants are [C:1]1([C:7]2[CH:12]=[CH:11][CH:10]=[CH:9][C:8]=2[OH:13])[CH:6]=[CH:5][CH:4]=[CH:3][CH:2]=1.C([Li])CCC.[Cl:19][Ti:20](Cl)([Cl:31])[C:21]1([CH3:30])[C:25]([CH3:26])=[C:24]([CH3:27])[C:23]([CH3:28])=[C:22]1[CH3:29]. The yield is 0.850. The product is [Cl:19][Ti:20]([Cl:31])([C:21]1([CH3:30])[C:22]([CH3:29])=[C:23]([CH3:28])[C:24]([CH3:27])=[C:25]1[CH3:26])[O:13][C:8]1[CH:9]=[CH:10][CH:11]=[CH:12][C:7]=1[C:1]1[CH:2]=[CH:3][CH:4]=[CH:5][CH:6]=1. The catalyst is C1(C)C=CC=CC=1.